This data is from Reaction yield outcomes from USPTO patents with 853,638 reactions. The task is: Predict the reaction yield, written as a fraction of the theoretical maximum amount of product (1.0 means a 100% yield; for example, 0.34 means a 34% yield). (1) The reactants are [Cl:1][C:2]1[N:7]=[N:6][C:5]([O:8][C:9]2[CH:14]=[CH:13][CH:12]=[CH:11][C:10]=2[CH:15]2[CH2:17][CH2:16]2)=[C:4]([OH:18])[CH:3]=1.C(N(CC)CC)C.[F:26][C:27]([F:40])([F:39])[S:28](O[S:28]([C:27]([F:40])([F:39])[F:26])(=[O:30])=[O:29])(=[O:30])=[O:29]. The catalyst is C(Cl)Cl. The product is [F:26][C:27]([F:40])([F:39])[S:28]([O:18][C:4]1[CH:3]=[C:2]([Cl:1])[N:7]=[N:6][C:5]=1[O:8][C:9]1[CH:14]=[CH:13][CH:12]=[CH:11][C:10]=1[CH:15]1[CH2:16][CH2:17]1)(=[O:30])=[O:29]. The yield is 0.858. (2) The reactants are [OH:1][C:2]1[C:3]([C:8]([OH:10])=O)=[N:4][CH:5]=[CH:6][CH:7]=1.[F:11][C:12]([F:25])([F:24])[C:13]1[CH:14]=[C:15]([CH:17]=[C:18]([C:20]([F:23])([F:22])[F:21])[CH:19]=1)[NH2:16]. No catalyst specified. The product is [F:11][C:12]([F:24])([F:25])[C:13]1[CH:14]=[C:15]([NH:16][C:8]([C:3]2[C:2]([OH:1])=[CH:7][CH:6]=[CH:5][N:4]=2)=[O:10])[CH:17]=[C:18]([C:20]([F:21])([F:23])[F:22])[CH:19]=1. The yield is 0.450. (3) The reactants are F[C:2]1[C:9]([CH3:10])=[CH:8][CH:7]=[CH:6][C:3]=1[C:4]#[N:5].[N:11]1[NH:12][N:13]=[CH:14][CH:15]=1.C(=O)([O-])[O-].[K+].[K+]. The catalyst is CN(C=O)C.O. The product is [CH3:10][C:9]1[C:2]([N:12]2[N:13]=[CH:14][CH:15]=[N:11]2)=[C:3]([CH:6]=[CH:7][CH:8]=1)[C:4]#[N:5]. The yield is 0.260. (4) No catalyst specified. The product is [Cl:1][C:2]1[CH:22]=[N:21][C:5]2[N:6]=[C:7]([N:12]3[CH2:13][CH2:14][N:15]([CH:18]4[CH2:20][CH2:19]4)[CH2:16][CH2:17]3)[C:8]3[N:9]([CH:23]=[N:11][N:10]=3)[C:4]=2[CH:3]=1. The reactants are [Cl:1][C:2]1[CH:22]=[N:21][C:5]2=[N:6][C:7]([N:12]3[CH2:17][CH2:16][N:15]([CH:18]4[CH2:20][CH2:19]4)[CH2:14][CH2:13]3)=[C:8]([NH:10][NH2:11])[N:9]=[C:4]2[CH:3]=1.[CH:23](OC)(OC)OC. The yield is 0.620. (5) The reactants are [C:1]([CH2:4][CH2:5][C:6]1[CH:14]=[CH:13][C:9]([C:10]([OH:12])=[O:11])=[CH:8][CH:7]=1)([OH:3])=O.[Al+3].[Cl-].[Cl-].[Cl-].[Na+].[Cl-].Cl. The catalyst is C(OCC)(=O)C. The product is [O:3]=[C:1]1[C:14]2[C:6](=[CH:7][CH:8]=[C:9]([C:10]([OH:12])=[O:11])[CH:13]=2)[CH2:5][CH2:4]1. The yield is 0.770. (6) The reactants are O=[C:2]1[CH2:7][CH2:6][N:5]([C:8]([O:10][CH3:11])=[O:9])[CH:4]([CH2:12][C:13]2[CH:18]=[CH:17][C:16]([C:19]([F:22])([F:21])[F:20])=[CH:15][CH:14]=2)[CH2:3]1.[N+:23](CS(C1C=CC(C)=CC=1)(=O)=O)#[C-:24].CC(C)([O-])C.[K+].O. The catalyst is COCCOC. The product is [C:24]([CH:2]1[CH2:7][CH2:6][N:5]([C:8]([O:10][CH3:11])=[O:9])[CH:4]([CH2:12][C:13]2[CH:18]=[CH:17][C:16]([C:19]([F:22])([F:21])[F:20])=[CH:15][CH:14]=2)[CH2:3]1)#[N:23]. The yield is 0.879. (7) The reactants are [CH3:1][O:2][C:3]([C:5]1([C:8]2[CH:13]=[CH:12][C:11]([OH:14])=[C:10]([NH2:15])[CH:9]=2)[CH2:7][CH2:6]1)=[O:4].Cl[C:17](Cl)([O:19]C(=O)OC(Cl)(Cl)Cl)Cl.O. The catalyst is C1COCC1. The product is [CH3:1][O:2][C:3]([C:5]1([C:8]2[CH:13]=[CH:12][C:11]3[O:14][C:17](=[O:19])[NH:15][C:10]=3[CH:9]=2)[CH2:7][CH2:6]1)=[O:4]. The yield is 0.910. (8) The reactants are [Mg].[CH3:2][C:3]1[CH:10]=[C:9]([CH3:11])[CH:8]=[C:7]([CH3:12])[C:4]=1[CH2:5]Cl.CC1C=C(C)C=C(C)C=1C[Mg]Cl.[CH3:25][O:26][C:27]1[CH:32]=[CH:31][C:30]([S:33]([C:36]2[CH:37]=[N:38][C:39]([CH3:42])=[N:40][CH:41]=2)(=[O:35])=[O:34])=[CH:29][CH:28]=1. The catalyst is CCOCC.C1COCC1. The product is [CH3:25][O:26][C:27]1[CH:28]=[CH:29][C:30]([S:33]([C:36]2[CH:41]([CH2:5][C:4]3[C:3]([CH3:2])=[CH:10][C:9]([CH3:11])=[CH:8][C:7]=3[CH3:12])[NH:40][C:39]([CH3:42])=[N:38][CH:37]=2)(=[O:35])=[O:34])=[CH:31][CH:32]=1. The yield is 0.510. (9) The product is [Cl:1][C:2]1[C:3]([N:16]=[C:17]2[CH2:22][CH2:21][CH2:20][CH2:19][S:18]2=[O:23])=[C:4]([CH2:13][O:14][CH3:15])[CH:5]=[CH:6][C:7]=1[CH:8]=[O:9]. The yield is 1.00. The reactants are [Cl:1][C:2]1[C:7]([CH:8](OC)[O:9]C)=[CH:6][CH:5]=[C:4]([CH2:13][O:14][CH3:15])[C:3]=1[N:16]=[C:17]1[CH2:22][CH2:21][CH2:20][CH2:19][S:18]1=[O:23].Cl. The catalyst is O1CCCC1.